This data is from Forward reaction prediction with 1.9M reactions from USPTO patents (1976-2016). The task is: Predict the product of the given reaction. (1) The product is: [CH2:1]([N:8]1[CH2:12][CH2:11][N:10]([C:13]2[S:14][C:15]([C:19]([NH2:24])=[O:20])=[C:16]([CH3:18])[N:17]=2)[C:9]1=[O:22])[C:2]1[CH:7]=[CH:6][CH:5]=[CH:4][CH:3]=1. Given the reactants [CH2:1]([N:8]1[CH2:12][CH2:11][N:10]([C:13]2[S:14][C:15]([C:19](O)=[O:20])=[C:16]([CH3:18])[N:17]=2)[C:9]1=[O:22])[C:2]1[CH:7]=[CH:6][CH:5]=[CH:4][CH:3]=1.C[N:24]1CCOCC1.ClC(OCC(C)C)=O.N, predict the reaction product. (2) Given the reactants C([Cl:4])(=O)C.[NH2:5][C:6]1[CH:11]=[CH:10][CH:9]=[CH:8][C:7]=1[C:12]1[N:16]([CH2:17][CH:18]([CH3:20])[CH3:19])[CH:15]=[N:14][C:13]=1[C:21]#[N:22], predict the reaction product. The product is: [ClH:4].[CH3:20][CH:18]([CH3:19])[CH2:17][N:16]1[C:12]2[C:7]3[CH:8]=[CH:9][CH:10]=[CH:11][C:6]=3[N:5]=[C:21]([NH2:22])[C:13]=2[N:14]=[CH:15]1. (3) Given the reactants [F:1][C:2]1[CH:3]=[C:4]([C:9]2[C:10]3[N:11]([N:16]=[C:17]([NH2:19])[N:18]=3)[CH:12]=[C:13]([CH3:15])[CH:14]=2)[CH:5]=[CH:6][C:7]=1[F:8].Br[C:21]1[CH:26]=[CH:25][C:24]([N:27]2[CH:31]=[C:30]([CH3:32])[N:29]=[CH:28]2)=[C:23]([O:33][CH3:34])[CH:22]=1.C(Cl)Cl, predict the reaction product. The product is: [F:1][C:2]1[CH:3]=[C:4]([C:9]2[C:10]3[N:11]([N:16]=[C:17]([NH:19][C:21]4[CH:26]=[CH:25][C:24]([N:27]5[CH:31]=[C:30]([CH3:32])[N:29]=[CH:28]5)=[C:23]([O:33][CH3:34])[CH:22]=4)[N:18]=3)[CH:12]=[C:13]([CH3:15])[CH:14]=2)[CH:5]=[CH:6][C:7]=1[F:8]. (4) Given the reactants [Br:1][C:2]1[C:3]([C:10](N(OC)C)=[O:11])=[N:4][C:5]([S:8][CH3:9])=[N:6][CH:7]=1.[H-].[Al+3].[Li+].[H-].[H-].[H-].O.[OH-].[Na+], predict the reaction product. The product is: [Br:1][C:2]1[C:3]([CH:10]=[O:11])=[N:4][C:5]([S:8][CH3:9])=[N:6][CH:7]=1. (5) Given the reactants [O:1]=[C:2]1[C:7]2[CH:8]=[CH:9][CH:10]=[CH:11][C:6]=2[S:5][C:4]([C:12]2[N:17]=[C:16]([CH2:18][CH2:19][C:20]([OH:22])=O)[CH:15]=[CH:14][CH:13]=2)=[N:3]1.ClC(OCC(C)C)=O.C([N:33](CC)CC)C.[NH4+], predict the reaction product. The product is: [O:1]=[C:2]1[C:7]2[CH:8]=[CH:9][CH:10]=[CH:11][C:6]=2[S:5][C:4]([C:12]2[N:17]=[C:16]([CH2:18][CH2:19][C:20]([NH2:33])=[O:22])[CH:15]=[CH:14][CH:13]=2)=[N:3]1. (6) Given the reactants [NH2:1][CH:2]([C:5]1[CH:10]=[CH:9][C:8]([CH3:11])=[CH:7][CH:6]=1)[CH2:3][OH:4].[N:12]([C:15]1[CH:20]=[CH:19][C:18]([C:21]2[N:25]=[CH:24][N:23]([C:26]3[CH:31]=[CH:30][C:29]([O:32][C:33]([F:36])([F:35])[F:34])=[CH:28][CH:27]=3)[N:22]=2)=[CH:17][CH:16]=1)=[C:13]=[S:14], predict the reaction product. The product is: [OH:4][CH2:3][CH:2]([NH:1][C:13]([NH:12][C:15]1[CH:16]=[CH:17][C:18]([C:21]2[N:25]=[CH:24][N:23]([C:26]3[CH:31]=[CH:30][C:29]([O:32][C:33]([F:36])([F:34])[F:35])=[CH:28][CH:27]=3)[N:22]=2)=[CH:19][CH:20]=1)=[S:14])[C:5]1[CH:10]=[CH:9][C:8]([CH3:11])=[CH:7][CH:6]=1. (7) Given the reactants [OH:1][C:2]1[CH:11]=[C:10]2[C:5]([CH:6]=[CH:7][C:8](=[O:12])[NH:9]2)=[CH:4][CH:3]=1.IC.[C:15](=O)([O-])[O-].[K+].[K+], predict the reaction product. The product is: [CH3:15][O:1][C:2]1[CH:11]=[C:10]2[C:5]([CH:6]=[CH:7][C:8](=[O:12])[NH:9]2)=[CH:4][CH:3]=1.